This data is from Reaction yield outcomes from USPTO patents with 853,638 reactions. The task is: Predict the reaction yield, written as a fraction of the theoretical maximum amount of product (1.0 means a 100% yield; for example, 0.34 means a 34% yield). (1) The reactants are ClCCl.[OH:4][CH2:5][CH2:6][CH2:7][CH2:8][CH2:9][CH2:10][CH2:11][CH2:12][C:13]([O:15][CH3:16])=[O:14].N1C=CC=CC=1.[CH3:23][S:24](Cl)(=[O:26])=[O:25]. The catalyst is O. The product is [CH3:23][S:24]([O:4][CH2:5][CH2:6][CH2:7][CH2:8][CH2:9][CH2:10][CH2:11][CH2:12][C:13]([O:15][CH3:16])=[O:14])(=[O:26])=[O:25]. The yield is 0.680. (2) The reactants are [OH:1][CH2:2][C@H:3]1[O:11][C@H:10]2[C@H:6]([N:7]=[C:8]([N:12]([CH3:20])[C:13](=[O:19])[O:14][C:15]([CH3:18])([CH3:17])[CH3:16])[S:9]2)[C@@H:5]([O:21][CH2:22][C:23]2[CH:28]=[CH:27][C:26]([O:29][CH3:30])=[CH:25][CH:24]=2)[C@@H:4]1[O:31][CH2:32][C:33]1[CH:38]=[CH:37][C:36]([O:39][CH3:40])=[CH:35][CH:34]=1.C1C(=O)N(Br)C(=[O:44])C1.Cl. The catalyst is CCCC[N+](CCCC)(CCCC)CCCC.[Br-].ClCCl.O.CC1(C)N([O])C(C)(C)CCC1. The product is [C:15]([O:14][C:13]([N:12]([CH3:20])[C:8]1[S:9][C@H:10]2[O:11][C@H:3]([C:2]([OH:44])=[O:1])[C@@H:4]([O:31][CH2:32][C:33]3[CH:38]=[CH:37][C:36]([O:39][CH3:40])=[CH:35][CH:34]=3)[C@H:5]([O:21][CH2:22][C:23]3[CH:28]=[CH:27][C:26]([O:29][CH3:30])=[CH:25][CH:24]=3)[C@H:6]2[N:7]=1)=[O:19])([CH3:17])([CH3:16])[CH3:18]. The yield is 0.580. (3) No catalyst specified. The yield is 0.920. The reactants are [C:1]([O:5][C:6](=[O:40])[CH2:7][N:8]1[C:16]2[C:11](=[CH:12][CH:13]=[C:14]([C:17]([O:19][CH3:20])=[O:18])[CH:15]=2)[C:10]([CH:21]2[CH2:26][CH2:25][CH2:24][CH2:23][CH2:22]2)=[C:9]1[C:27]1[CH:32]=[CH:31][CH:30]=[CH:29][C:28]=1[CH2:33][NH:34][CH2:35][CH2:36][N:37]([CH3:39])[CH3:38])([CH3:4])([CH3:3])[CH3:2].N1(CCN)C[CH2:45][O:44][CH2:43]C1. The product is [C:1]([O:5][C:6](=[O:40])[CH2:7][N:8]1[C:16]2[C:11](=[CH:12][CH:13]=[C:14]([C:17]([O:19][CH3:20])=[O:18])[CH:15]=2)[C:10]([CH:21]2[CH2:26][CH2:25][CH2:24][CH2:23][CH2:22]2)=[C:9]1[C:27]1[CH:32]=[CH:31][CH:30]=[CH:29][C:28]=1[CH2:33][NH:34][CH2:35][CH2:36][N:37]1[CH2:39][CH2:45][O:44][CH2:43][CH2:38]1)([CH3:2])([CH3:4])[CH3:3]. (4) The reactants are [CH2:1]([N:8]1[CH:16]=[C:15]2[C:10]([CH:11]=[C:12]([C:17]3[CH:18]=[C:19]([CH:27]4[O:32][CH2:31][CH2:30][NH:29][CH2:28]4)[N:20]4[C:25]=3[C:24]([NH2:26])=[N:23][CH:22]=[N:21]4)[CH:13]=[CH:14]2)=[N:9]1)[C:2]1[CH:7]=[CH:6][CH:5]=[CH:4][CH:3]=1.F[P-](F)(F)(F)(F)F.N1(O[P+](N(C)C)(N(C)C)N(C)C)C2C=CC=CC=2N=N1.[CH3:60][N:61]1[CH2:66]C[O:64][CH2:63][CH2:62]1.Cl.CN(C)CC(O)=O.C[O-].[Na+].N. The catalyst is C1COCC1.CO.C(Cl)Cl. The product is [CH2:1]([N:8]1[CH:16]=[C:15]2[C:10]([CH:11]=[C:12]([C:17]3[CH:18]=[C:19]([CH:27]4[O:32][CH2:31][CH2:30][N:29]([C:63](=[O:64])[CH2:62][N:61]([CH3:66])[CH3:60])[CH2:28]4)[N:20]4[C:25]=3[C:24]([NH2:26])=[N:23][CH:22]=[N:21]4)[CH:13]=[CH:14]2)=[N:9]1)[C:2]1[CH:7]=[CH:6][CH:5]=[CH:4][CH:3]=1. The yield is 0.710. (5) The reactants are [CH2:1]([O:3][C:4](=[O:18])[CH2:5][C:6]1[C:10]2[CH:11]=[C:12]([C:15]#N)[CH:13]=[CH:14][C:9]=2[O:8][C:7]=1[CH3:17])[CH3:2].C(O)(=[O:21])C.N1C=CC=CC=1. The catalyst is [Ni].O. The product is [CH2:1]([O:3][C:4](=[O:18])[CH2:5][C:6]1[C:10]2[CH:11]=[C:12]([CH:15]=[O:21])[CH:13]=[CH:14][C:9]=2[O:8][C:7]=1[CH3:17])[CH3:2]. The yield is 0.600.